This data is from Forward reaction prediction with 1.9M reactions from USPTO patents (1976-2016). The task is: Predict the product of the given reaction. Given the reactants [C:1]1([C:7]2[CH:12]=[CH:11][C:10]([OH:13])=[CH:9][CH:8]=2)[CH:6]=[CH:5][CH:4]=[CH:3][CH:2]=1.[NH2:14][C:15](N)=[O:16], predict the reaction product. The product is: [C:15](=[O:16])([O:13][C:10]1[CH:9]=[CH:8][C:7]([C:1]2[CH:2]=[CH:3][CH:4]=[CH:5][CH:6]=2)=[CH:12][CH:11]=1)[NH2:14].